From a dataset of NCI-60 drug combinations with 297,098 pairs across 59 cell lines. Regression. Given two drug SMILES strings and cell line genomic features, predict the synergy score measuring deviation from expected non-interaction effect. (1) Drug 1: CS(=O)(=O)C1=CC(=C(C=C1)C(=O)NC2=CC(=C(C=C2)Cl)C3=CC=CC=N3)Cl. Drug 2: C1=NC2=C(N=C(N=C2N1C3C(C(C(O3)CO)O)F)Cl)N. Cell line: HS 578T. Synergy scores: CSS=15.1, Synergy_ZIP=5.03, Synergy_Bliss=14.8, Synergy_Loewe=-1.36, Synergy_HSA=8.33. (2) Drug 2: B(C(CC(C)C)NC(=O)C(CC1=CC=CC=C1)NC(=O)C2=NC=CN=C2)(O)O. Drug 1: C1=NC2=C(N=C(N=C2N1C3C(C(C(O3)CO)O)F)Cl)N. Synergy scores: CSS=83.1, Synergy_ZIP=5.99, Synergy_Bliss=5.75, Synergy_Loewe=2.02, Synergy_HSA=5.55. Cell line: OVCAR-4. (3) Drug 1: CS(=O)(=O)C1=CC(=C(C=C1)C(=O)NC2=CC(=C(C=C2)Cl)C3=CC=CC=N3)Cl. Drug 2: CN1C2=C(C=C(C=C2)N(CCCl)CCCl)N=C1CCCC(=O)O.Cl. Cell line: HCT-15. Synergy scores: CSS=0.815, Synergy_ZIP=-0.113, Synergy_Bliss=-0.196, Synergy_Loewe=-6.89, Synergy_HSA=-2.51. (4) Drug 1: C1=CC(=CC=C1CC(C(=O)O)N)N(CCCl)CCCl.Cl. Drug 2: CC1C(C(=O)NC(C(=O)N2CCCC2C(=O)N(CC(=O)N(C(C(=O)O1)C(C)C)C)C)C(C)C)NC(=O)C3=C4C(=C(C=C3)C)OC5=C(C(=O)C(=C(C5=N4)C(=O)NC6C(OC(=O)C(N(C(=O)CN(C(=O)C7CCCN7C(=O)C(NC6=O)C(C)C)C)C)C(C)C)C)N)C. Cell line: SR. Synergy scores: CSS=87.3, Synergy_ZIP=23.7, Synergy_Bliss=22.2, Synergy_Loewe=-6.89, Synergy_HSA=25.7. (5) Drug 1: C1CCC(C1)C(CC#N)N2C=C(C=N2)C3=C4C=CNC4=NC=N3. Drug 2: CNC(=O)C1=CC=CC=C1SC2=CC3=C(C=C2)C(=NN3)C=CC4=CC=CC=N4. Cell line: OVCAR-8. Synergy scores: CSS=10.1, Synergy_ZIP=6.23, Synergy_Bliss=10.6, Synergy_Loewe=8.36, Synergy_HSA=8.55. (6) Drug 1: CC1C(C(CC(O1)OC2CC(CC3=C2C(=C4C(=C3O)C(=O)C5=C(C4=O)C(=CC=C5)OC)O)(C(=O)C)O)N)O.Cl. Drug 2: CC1=C(C(=O)C2=C(C1=O)N3CC4C(C3(C2COC(=O)N)OC)N4)N. Cell line: CCRF-CEM. Synergy scores: CSS=55.6, Synergy_ZIP=2.27, Synergy_Bliss=4.13, Synergy_Loewe=-2.48, Synergy_HSA=6.26. (7) Drug 1: CS(=O)(=O)C1=CC(=C(C=C1)C(=O)NC2=CC(=C(C=C2)Cl)C3=CC=CC=N3)Cl. Drug 2: CC1C(C(CC(O1)OC2CC(CC3=C2C(=C4C(=C3O)C(=O)C5=CC=CC=C5C4=O)O)(C(=O)C)O)N)O. Cell line: UACC62. Synergy scores: CSS=63.5, Synergy_ZIP=-4.68, Synergy_Bliss=-2.60, Synergy_Loewe=0.165, Synergy_HSA=0.872.